This data is from Reaction yield outcomes from USPTO patents with 853,638 reactions. The task is: Predict the reaction yield, written as a fraction of the theoretical maximum amount of product (1.0 means a 100% yield; for example, 0.34 means a 34% yield). The reactants are [N+:1]([C:4]1[CH:5]=[CH:6][C:7]([C:10]2[CH:15]=[CH:14][CH:13]=[CH:12][CH:11]=2)=[N:8][CH:9]=1)([O-])=O.[CH3:16][C:17]([O:20][C:21](O[C:21]([O:20][C:17]([CH3:19])([CH3:18])[CH3:16])=[O:22])=[O:22])([CH3:19])[CH3:18].[H][H]. The catalyst is CO.C(OCC)(=O)C.ClCCl.[Pd]. The product is [C:17]([O:20][C:21](=[O:22])[NH:1][C:4]1[CH:9]=[N:8][C:7]([C:10]2[CH:15]=[CH:14][CH:13]=[CH:12][CH:11]=2)=[CH:6][CH:5]=1)([CH3:19])([CH3:18])[CH3:16]. The yield is 0.890.